Dataset: Forward reaction prediction with 1.9M reactions from USPTO patents (1976-2016). Task: Predict the product of the given reaction. (1) Given the reactants [CH3:1][O:2][C:3](=[O:12])[CH2:4][CH2:5][CH2:6][CH2:7][C:8](OC)=[S:9].C[O-:14].[Na+], predict the reaction product. The product is: [O:14]=[C:5]1[CH2:6][CH2:7][CH2:8][S:9][CH:4]1[C:3]([O:2][CH3:1])=[O:12]. (2) Given the reactants [Si:1]([O:18][CH2:19][C:20]1[C:25]([S:26]([CH3:29])(=[O:28])=[O:27])=[CH:24][C:23]([NH:30][S:31]([CH3:34])(=[O:33])=[O:32])=[C:22](I)[CH:21]=1)([C:14]([CH3:17])([CH3:16])[CH3:15])([C:8]1[CH:13]=[CH:12][CH:11]=[CH:10][CH:9]=1)[C:2]1[CH:7]=[CH:6][CH:5]=[CH:4][CH:3]=1.[CH3:36][CH:37]([CH3:42])[CH:38]([OH:41])[C:39]#[CH:40], predict the reaction product. The product is: [Si:1]([O:18][CH2:19][C:20]1[CH:21]=[C:22]2[C:23](=[CH:24][C:25]=1[S:26]([CH3:29])(=[O:28])=[O:27])[N:30]([S:31]([CH3:34])(=[O:33])=[O:32])[C:39]([CH:38]([OH:41])[CH:37]([CH3:42])[CH3:36])=[CH:40]2)([C:14]([CH3:17])([CH3:16])[CH3:15])([C:8]1[CH:13]=[CH:12][CH:11]=[CH:10][CH:9]=1)[C:2]1[CH:7]=[CH:6][CH:5]=[CH:4][CH:3]=1. (3) Given the reactants [F:1][C:2]([F:14])([F:13])[S:3]([C:6]1[CH:11]=[CH:10][C:9]([NH2:12])=[CH:8][CH:7]=1)(=[O:5])=[O:4].[CH3:15][C:16](OC(C)=O)=[O:17], predict the reaction product. The product is: [F:14][C:2]([F:13])([F:1])[S:3]([C:6]1[CH:7]=[CH:8][C:9]([NH:12][C:16](=[O:17])[CH3:15])=[CH:10][CH:11]=1)(=[O:4])=[O:5]. (4) Given the reactants [CH3:1][C@H:2]1[C@@:41]2([OH:43])[O:42][CH:5]([CH2:6][C@H:7]([O:68][CH3:69])[C:8]([CH3:67])=[CH:9][CH:10]=[CH:11][CH:12]=[CH:13][C@@H:14]([CH3:66])[CH2:15][C@@H:16]([CH3:65])[C:17]([C@H:19]([O:63][CH3:64])[C@H:20]([OH:62])[C:21]([CH3:61])=[CH:22][C@@H:23]([CH3:60])[C:24]([CH2:26][C@@H:27]([C@@H:44]([CH2:46][C@H:47]3[CH2:52][C@@H:51]([O:53][CH3:54])[C@@H:50]([N:55]4[N:59]=[N:58][N:57]=[CH:56]4)[CH2:49][CH2:48]3)[CH3:45])[O:28][C:29]([C@H:31]3[N:36]([C:37]([C:39]2=[O:40])=[O:38])[CH2:35][CH2:34][CH2:33][CH2:32]3)=[O:30])=[O:25])=[O:18])[CH2:4][CH2:3]1.[C:70]1(C)C=CC=CC=1, predict the reaction product. The product is: [CH3:1][C@H:2]1[C@@:41]2([OH:43])[O:42][CH:5]([CH2:6][C@H:7]([O:68][CH3:69])[C:8]([CH3:67])=[CH:9][CH:10]=[CH:11][CH:12]=[CH:13][C@@H:14]([CH3:66])[CH2:15][C@@H:16]([CH3:65])[C:17]([C@H:19]([O:63][CH3:64])[C@H:20]([OH:62])[C:21]([CH3:61])=[CH:22][C@@H:23]([CH3:60])[C:24]([CH2:26][C@@H:27]([C@@H:44]([CH2:46][C@H:47]3[CH2:52][C@@H:51]([O:53][CH3:54])[C@@H:50]([N:55]4[N:59]=[N:58][N:57]=[CH:56]4)[CH2:49][CH2:48]3)[CH3:45])[O:28][C:29]([C@H:31]3[N:36]([C:37]([C:39]2=[O:40])=[O:38])[CH2:35][CH2:34][CH2:33][CH2:32]3)=[O:30])=[O:25])=[O:18])[CH2:4][CH2:3]1.[CH3:70][O:62][CH2:20][CH2:19][O:63][CH3:64]. (5) Given the reactants [CH3:1][C:2]1[CH:7]=[CH:6][C:5]([CH2:8][C:9]([OH:11])=O)=[CH:4][CH:3]=1.C(Cl)CCl.[NH2:16][NH2:17].C(OCC)(=O)C, predict the reaction product. The product is: [CH3:1][C:2]1[CH:7]=[CH:6][C:5]([CH2:8][C:9]([NH:16][NH2:17])=[O:11])=[CH:4][CH:3]=1. (6) Given the reactants [CH3:1][C:2]1[N:7]=[C:6]([NH2:8])[CH:5]=[N:4][CH:3]=1.C(=O)([O-])[O-].[K+].[K+].[Br:15][CH2:16][C:17](Br)=[O:18].Cl, predict the reaction product. The product is: [Br:15][CH2:16][C:17]([NH:8][C:6]1[CH:5]=[N:4][CH:3]=[C:2]([CH3:1])[N:7]=1)=[O:18]. (7) Given the reactants Br[C:2]1[CH:11]=[C:10]([C:12]([O:14][CH3:15])=[O:13])[CH:9]=[CH:8][C:3]=1[C:4]([O:6]C)=O.[CH3:16][NH:17][C:18]([NH2:20])=[O:19].C(=O)([O-])[O-].[Cs+].[Cs+].C1(P(C2C=CC=CC=2)C2C3OC4C(=CC=CC=4P(C4C=CC=CC=4)C4C=CC=CC=4)C(C)(C)C=3C=CC=2)C=CC=CC=1, predict the reaction product. The product is: [CH3:16][N:17]1[C:4](=[O:6])[C:3]2[C:2](=[CH:11][C:10]([C:12]([O:14][CH3:15])=[O:13])=[CH:9][CH:8]=2)[NH:20][C:18]1=[O:19]. (8) Given the reactants [CH3:1][C:2]1[CH:7]=[CH:6][C:5]([CH:8]2[CH2:13][N:12]([C:14]([N:16]3[CH2:21][CH2:20][O:19][CH2:18][CH2:17]3)=[O:15])[CH2:11][CH:10]([C:22](O)=[O:23])[CH2:9]2)=[CH:4][C:3]=1[C:25]([F:28])([F:27])[F:26].[F:29][C:30]1[CH:31]=[C:32]([C:36](=[N:38]O)[NH2:37])[CH:33]=[CH:34][CH:35]=1, predict the reaction product. The product is: [F:29][C:30]1[CH:31]=[C:32]([C:36]2[N:38]=[C:22]([CH:10]3[CH2:9][CH:8]([C:5]4[CH:6]=[CH:7][C:2]([CH3:1])=[C:3]([C:25]([F:27])([F:28])[F:26])[CH:4]=4)[CH2:13][N:12]([C:14]([N:16]4[CH2:17][CH2:18][O:19][CH2:20][CH2:21]4)=[O:15])[CH2:11]3)[O:23][N:37]=2)[CH:33]=[CH:34][CH:35]=1. (9) Given the reactants [ClH:1].Cl.[F:3][C:4]([F:41])([F:40])[C:5]1[CH:6]=[C:7]([CH:33]=[C:34]([C:36]([F:39])([F:38])[F:37])[CH:35]=1)[CH2:8][N:9]([CH3:32])[C:10]([C@@H:12]1[CH2:17][CH2:16][N:15]([CH:18]2[CH2:23][CH2:22][NH:21][CH2:20][CH2:19]2)[CH2:14][C@H:13]1[C:24]1[CH:29]=[CH:28][C:27]([F:30])=[CH:26][C:25]=1[CH3:31])=[O:11].[OH:42][C:43]([CH3:48])([CH3:47])[C:44](O)=[O:45].Cl.C(OCC)(=O)C, predict the reaction product. The product is: [ClH:1].[F:41][C:4]([F:40])([F:3])[C:5]1[CH:6]=[C:7]([CH:33]=[C:34]([C:36]([F:38])([F:39])[F:37])[CH:35]=1)[CH2:8][N:9]([CH3:32])[C:10]([C@@H:12]1[CH2:17][CH2:16][N:15]([CH:18]2[CH2:19][CH2:20][N:21]([C:44](=[O:45])[C:43]([OH:42])([CH3:48])[CH3:47])[CH2:22][CH2:23]2)[CH2:14][C@H:13]1[C:24]1[CH:29]=[CH:28][C:27]([F:30])=[CH:26][C:25]=1[CH3:31])=[O:11].